Dataset: Full USPTO retrosynthesis dataset with 1.9M reactions from patents (1976-2016). Task: Predict the reactants needed to synthesize the given product. (1) Given the product [C:1]([C:20]1[CH:26]=[CH:25][C:23]([Br:35])=[CH:22][CH:21]=1)([C:14]1[CH:19]=[CH:18][CH:17]=[CH:16][CH:15]=1)([C:8]1[CH:13]=[CH:12][CH:11]=[CH:10][CH:9]=1)[C:2]1[CH:7]=[CH:6][CH:5]=[CH:4][CH:3]=1, predict the reactants needed to synthesize it. The reactants are: [C:1]([C:20]1[CH:26]=[CH:25][C:23](N)=[CH:22][CH:21]=1)([C:14]1[CH:19]=[CH:18][CH:17]=[CH:16][CH:15]=1)([C:8]1[CH:13]=[CH:12][CH:11]=[CH:10][CH:9]=1)[C:2]1[CH:7]=[CH:6][CH:5]=[CH:4][CH:3]=1.CC(C)=O.N([O-])=O.[Na+].[BrH:35]. (2) The reactants are: [CH3:1][C:2]1([CH2:8][C:9]([OH:11])=O)[CH2:7][CH2:6][CH2:5][CH2:4][CH2:3]1.[NH2:12][C:13]1[C:22]([Cl:23])=[CH:21][CH:20]=[C:19]2[C:14]=1[CH:15]=[CH:16][C:17]([N:24]1[CH2:29][CH2:28][CH:27]([C:30]([O:32][CH2:33][CH3:34])=[O:31])[CH2:26][CH2:25]1)=[N:18]2. Given the product [Cl:23][C:22]1[C:13]([NH:12][C:9](=[O:11])[CH2:8][C:2]2([CH3:1])[CH2:3][CH2:4][CH2:5][CH2:6][CH2:7]2)=[C:14]2[C:19](=[CH:20][CH:21]=1)[N:18]=[C:17]([N:24]1[CH2:25][CH2:26][CH:27]([C:30]([O:32][CH2:33][CH3:34])=[O:31])[CH2:28][CH2:29]1)[CH:16]=[CH:15]2, predict the reactants needed to synthesize it. (3) Given the product [CH2:1]([O:5][C:6]1[CH:41]=[CH:40][CH:39]=[CH:38][C:7]=1[CH2:8][N:9]1[CH2:10][CH2:11][C:12]2([CH2:13][CH2:14][N:15]([C:18]([C:20]3[CH:21]=[C:22]([CH:33]=[CH:34][CH:35]=3)[C:23]([OH:25])=[O:24])=[O:19])[CH2:16][CH2:17]2)[CH2:36][CH2:37]1)[CH:2]([CH3:4])[CH3:3], predict the reactants needed to synthesize it. The reactants are: [CH2:1]([O:5][C:6]1[CH:41]=[CH:40][CH:39]=[CH:38][C:7]=1[CH2:8][N:9]1[CH2:37][CH2:36][C:12]2([CH2:17][CH2:16][N:15]([C:18]([C:20]3[CH:21]=[C:22]([CH:33]=[CH:34][CH:35]=3)[C:23]([O:25]CC3C=CC=CC=3)=[O:24])=[O:19])[CH2:14][CH2:13]2)[CH2:11][CH2:10]1)[CH:2]([CH3:4])[CH3:3]. (4) Given the product [CH:1]1([N:4]([CH2:30][C:31]2[CH:36]=[C:35]([CH2:37][CH2:38][CH2:39][O:40][CH3:41])[CH:34]=[C:33]([O:42][CH2:43][CH2:44][O:45][CH3:46])[CH:32]=2)[C:5]([CH:7]2[C:12]([C:15]3[CH:16]=[C:17]([F:22])[CH:18]=[C:19]([F:21])[CH:20]=3)([O:13][CH3:14])[CH2:11][CH2:10][NH:9][CH2:8]2)=[O:6])[CH2:2][CH2:3]1, predict the reactants needed to synthesize it. The reactants are: [CH:1]1([N:4]([CH2:30][C:31]2[CH:36]=[C:35]([CH2:37][CH2:38][CH2:39][O:40][CH3:41])[CH:34]=[C:33]([O:42][CH2:43][CH2:44][O:45][CH3:46])[CH:32]=2)[C:5]([C@@H:7]2[C@:12]([C:15]3[CH:20]=[C:19]([F:21])[CH:18]=[C:17]([F:22])[CH:16]=3)([O:13][CH3:14])[CH2:11][CH2:10][N:9](C(OC(C)(C)C)=O)[CH2:8]2)=[O:6])[CH2:3][CH2:2]1.Cl. (5) Given the product [CH3:1][C:2]1[O:6][C:5]([C:7]2[CH:12]=[CH:11][C:10]([C:13]([F:16])([F:15])[F:14])=[CH:9][CH:8]=2)=[N:4][C:3]=1[CH2:17][C:18]([OH:25])=[O:20], predict the reactants needed to synthesize it. The reactants are: [CH3:1][C:2]1[O:6][C:5]([C:7]2[CH:12]=[CH:11][C:10]([C:13]([F:16])([F:15])[F:14])=[CH:9][CH:8]=2)=[N:4][C:3]=1[CH2:17][C:18]#N.[OH-:20].[Na+].CCO.[OH2:25]. (6) The reactants are: [CH3:1][C:2]1[C:7]([N+:8]([O-:10])=[O:9])=[C:6]([CH3:11])[N:5]=[C:4]([OH:12])[N:3]=1.C(=O)([O-])[O-].[K+].[K+].Br[CH2:20][C:21]([O:23][CH2:24][CH3:25])=[O:22]. Given the product [CH3:11][C:6]1[C:7]([N+:8]([O-:10])=[O:9])=[C:2]([CH3:1])[N:3]=[C:4]([O:12][CH2:20][C:21]([O:23][CH2:24][CH3:25])=[O:22])[N:5]=1, predict the reactants needed to synthesize it.